This data is from Catalyst prediction with 721,799 reactions and 888 catalyst types from USPTO. The task is: Predict which catalyst facilitates the given reaction. (1) Product: [CH:1]1([C:7]2[CH:12]=[CH:11][C:10]([CH3:13])=[CH:9][C:8]=2[C:14]([F:15])([F:16])[F:17])[CH2:2][CH2:3][CH2:4][CH2:5][CH2:6]1. Reactant: [C:1]1([C:7]2[CH:12]=[CH:11][C:10]([CH3:13])=[CH:9][C:8]=2[C:14]([F:17])([F:16])[F:15])[CH2:6][CH2:5][CH2:4][CH2:3][CH:2]=1. The catalyst class is: 19. (2) Reactant: [CH:1](=O)[C:2]([CH3:5])([CH3:4])[CH3:3].[C:7]([O:13][CH2:14][CH3:15])(=[O:12])[CH2:8]C([O-])=O. Product: [CH3:3][C:2]([CH3:5])([CH3:4])[CH:1]=[CH:8][C:7]([O:13][CH2:14][CH3:15])=[O:12]. The catalyst class is: 456. (3) Reactant: [Na].C([O:4][C:5](=O)[CH:6]([C:12]1[CH:17]=[CH:16][CH:15]=[CH:14][C:13]=1[F:18])[C:7](OCC)=[O:8])C.[NH2:20][C:21]([NH2:23])=[S:22].O. Product: [F:18][C:13]1[CH:14]=[CH:15][CH:16]=[CH:17][C:12]=1[CH:6]1[C:5](=[O:4])[NH:23][C:21](=[S:22])[NH:20][C:7]1=[O:8]. The catalyst class is: 8. (4) Product: [CH2:28]([O:20][C:12]1[C:11](=[O:21])[N:10]2[C:9]([C:6]([CH3:7])([CH3:8])[O:5][CH2:4][CH2:3][CH2:2]2)=[N:14][C:13]=1[C:15]([OH:17])=[O:16])[C:29]1[CH:34]=[CH:33][CH:32]=[CH:31][CH:30]=1. Reactant: Cl[CH2:2][CH2:3][CH2:4][O:5][C:6]([C:9]1[NH:10][C:11](=[O:21])[C:12]([OH:20])=[C:13]([C:15]([O:17]CC)=[O:16])[N:14]=1)([CH3:8])[CH3:7].C(=O)([O-])[O-].[K+].[K+].[CH2:28](Br)[C:29]1[CH:34]=[CH:33][CH:32]=[CH:31][CH:30]=1.O. The catalyst class is: 9. (5) The catalyst class is: 72. Product: [CH:12]1([CH2:15][O:16][C:17]2[CH:18]=[CH:19][C:20]3[N:21]([N:1]=[C:24]([C:25]4[CH:42]=[CH:41][C:28]([O:29][CH2:30][C@@H:31]([NH:33][C:34](=[O:40])[O:35][C:36]([CH3:37])([CH3:38])[CH3:39])[CH3:32])=[CH:27][CH:26]=4)[CH:23]=3)[CH:22]=2)[CH2:14][CH2:13]1. Reactant: [NH2:1]OS(=O)(=O)O.C(=O)([O-])O.[Na+].[CH:12]1([CH2:15][O:16][C:17]2[CH:18]=[CH:19][C:20]([C:23]#[C:24][C:25]3[CH:42]=[CH:41][C:28]([O:29][CH2:30][C@@H:31]([NH:33][C:34](=[O:40])[O:35][C:36]([CH3:39])([CH3:38])[CH3:37])[CH3:32])=[CH:27][CH:26]=3)=[N:21][CH:22]=2)[CH2:14][CH2:13]1. (6) The catalyst class is: 241. Product: [C:45]([O:44][C:42]([NH:49][C@@H:50]([CH:51]([CH3:53])[CH3:52])[C:54]([O:39][CH2:38][C:37]([N:34]1[CH2:33][CH2:32][N:31]([CH2:30][C:27]2[CH:26]=[N:25][C:24]([C:22]3[S:23][C:16]4[C:17](=[N:18][CH:19]=[CH:20][C:15]=4[O:14][C:11]4[CH:12]=[CH:13][C:8]([NH:7][C:5]([NH:4][CH:1]5[CH2:2][CH2:3]5)=[O:6])=[CH:9][C:10]=4[F:41])[CH:21]=3)=[CH:29][CH:28]=2)[CH2:36][CH2:35]1)=[O:40])=[O:55])=[O:43])([CH3:48])([CH3:47])[CH3:46]. Reactant: [CH:1]1([NH:4][C:5]([NH:7][C:8]2[CH:13]=[CH:12][C:11]([O:14][C:15]3[CH:20]=[CH:19][N:18]=[C:17]4[CH:21]=[C:22]([C:24]5[CH:29]=[CH:28][C:27]([CH2:30][N:31]6[CH2:36][CH2:35][N:34]([C:37](=[O:40])[CH2:38][OH:39])[CH2:33][CH2:32]6)=[CH:26][N:25]=5)[S:23][C:16]=34)=[C:10]([F:41])[CH:9]=2)=[O:6])[CH2:3][CH2:2]1.[C:42]([NH:49][C@H:50]([C:54](O)=[O:55])[CH:51]([CH3:53])[CH3:52])([O:44][C:45]([CH3:48])([CH3:47])[CH3:46])=[O:43].C1CCC(N=C=NC2CCCCC2)CC1.CO.C(Cl)Cl. (7) Reactant: [N+:1]([C:4]1[C:9]2[NH:10][CH:11]([CH2:14][OH:15])[CH2:12][O:13][C:8]=2[CH:7]=[CH:6][CH:5]=1)([O-:3])=[O:2].C(N(CC)C(C)C)(C)C.[C:25]1([CH3:35])[CH:30]=[CH:29][C:28]([S:31](Cl)(=[O:33])=[O:32])=[CH:27][CH:26]=1. Product: [N+:1]([C:4]1[C:9]2[NH:10][CH:11]([CH2:14][O:15][S:31]([C:28]3[CH:29]=[CH:30][C:25]([CH3:35])=[CH:26][CH:27]=3)(=[O:33])=[O:32])[CH2:12][O:13][C:8]=2[CH:7]=[CH:6][CH:5]=1)([O-:3])=[O:2]. The catalyst class is: 64. (8) Reactant: C(O)COCCOCCOCCOCCOCCO.[CH2:20]([CH:23]1[CH:49]=[C:48]([CH3:50])[CH2:47][CH:46]([CH3:51])[CH2:45][CH:44]([O:52][CH3:53])[CH:43]2[O:54][C:39]([OH:58])([CH:40]([CH3:57])[CH2:41][CH:42]2[O:55][CH3:56])[C:38](=[O:59])[C:37](=[O:60])[N:36]2[CH:31]([CH2:32][CH2:33][CH2:34][CH2:35]2)[C:30](=[O:61])[O:29][CH:28]([C:62]([CH3:84])=[CH:63][CH:64]2[CH2:69][CH2:68][CH:67]([O:70]C(=O)CCCCCCC(O)=O)[CH:66]([O:82][CH3:83])[CH2:65]2)[CH:27]([CH3:85])[CH:26]([OH:86])[CH2:25][C:24]1=[O:87])[CH:21]=[CH2:22].CCN=C=NCCCN(C)C.Cl.C1C=CC2N(O)N=NC=2C=1.C(O)(=O)C. Product: [CH3:51][C@H:46]1[CH2:47][C:48]([CH3:50])=[CH:49][C@@H:23]([CH2:20][CH:21]=[CH2:22])[C:24](=[O:87])[CH2:25][C@H:26]([OH:86])[C@@H:27]([CH3:85])[C@@H:28](/[C:62](/[CH3:84])=[CH:63]/[C@H:64]2[CH2:65][C@@H:66]([O:82][CH3:83])[C@H:67]([OH:70])[CH2:68][CH2:69]2)[O:29][C:30](=[O:61])[C@H:31]2[N:36]([CH2:35][CH2:34][CH2:33][CH2:32]2)[C:37](=[O:60])[C:38](=[O:59])[C@:39]2([OH:58])[O:54][C@@H:43]([C@@H:42]([O:55][CH3:56])[CH2:41][C@H:40]2[CH3:57])[C@@H:44]([O:52][CH3:53])[CH2:45]1. The catalyst class is: 3.